Predict the reactants needed to synthesize the given product. From a dataset of Full USPTO retrosynthesis dataset with 1.9M reactions from patents (1976-2016). The reactants are: [CH2:1]([O:4][C:5]1[CH:10]=[CH:9][C:8](B(O)O)=[CH:7][CH:6]=1)[CH2:2][CH3:3].[Cl:14][C:15]1[N:20]=[C:19](Cl)[N:18]=[C:17]([O:22][CH3:23])[N:16]=1.C(=O)([O-])[O-].[Na+].[Na+].O. Given the product [Cl:14][C:15]1[N:16]=[C:17]([O:22][CH3:23])[N:18]=[C:19]([C:8]2[CH:9]=[CH:10][C:5]([O:4][CH2:1][CH2:2][CH3:3])=[CH:6][CH:7]=2)[N:20]=1, predict the reactants needed to synthesize it.